From a dataset of Full USPTO retrosynthesis dataset with 1.9M reactions from patents (1976-2016). Predict the reactants needed to synthesize the given product. (1) Given the product [CH2:1]([O:8][C:9]1[CH:10]=[C:11]([CH:15]([NH:23][C:24]([CH:26]2[CH2:29][CH2:28][CH2:33][CH2:30][CH2:31][CH2:27]2)=[O:25])[C:16]2[C:21]([Cl:22])=[N:20][CH:19]=[CH:18][N:17]=2)[CH:12]=[CH:13][CH:14]=1)[C:2]1[CH:3]=[CH:4][CH:5]=[CH:6][CH:7]=1, predict the reactants needed to synthesize it. The reactants are: [CH2:1]([O:8][C:9]1[CH:10]=[C:11]([CH:15]([NH:23][C:24]([CH:26]2[CH2:29][CH2:28][CH2:27]2)=[O:25])[C:16]2[C:21]([Cl:22])=[N:20][CH:19]=[CH:18][N:17]=2)[CH:12]=[CH:13][CH:14]=1)[C:2]1[CH:7]=[CH:6][CH:5]=[CH:4][CH:3]=1.[CH:30]1(C(O)=O)[CH2:33]C[CH2:31]1. (2) The reactants are: [Li]C(C)(C)C.Br[C:7]1[CH:12]=[CH:11][C:10]([N:13]2[C:17]([CH3:18])=[CH:16][CH:15]=[C:14]2[CH3:19])=[CH:9][N:8]=1.Cl[C:21]1[N:26]=[N:25][C:24]([N:27]([CH2:35][C:36]2([C:40]3[C:45]([F:46])=[CH:44][CH:43]=[CH:42][N:41]=3)[CH2:39][CH2:38][CH2:37]2)[C:28](=[O:34])[O:29][C:30]([CH3:33])([CH3:32])[CH3:31])=[CH:23][CH:22]=1. Given the product [CH3:19][C:14]1[N:13]([C:10]2[CH:11]=[CH:12][C:7]([C:21]3[N:26]=[N:25][C:24]([N:27]([CH2:35][C:36]4([C:40]5[C:45]([F:46])=[CH:44][CH:43]=[CH:42][N:41]=5)[CH2:39][CH2:38][CH2:37]4)[C:28](=[O:34])[O:29][C:30]([CH3:31])([CH3:32])[CH3:33])=[CH:23][CH:22]=3)=[N:8][CH:9]=2)[C:17]([CH3:18])=[CH:16][CH:15]=1, predict the reactants needed to synthesize it.